Dataset: Peptide-MHC class II binding affinity with 134,281 pairs from IEDB. Task: Regression. Given a peptide amino acid sequence and an MHC pseudo amino acid sequence, predict their binding affinity value. This is MHC class II binding data. (1) The peptide sequence is PEMPALYEKKLALYL. The MHC is HLA-DQA10303-DQB10402 with pseudo-sequence HLA-DQA10303-DQB10402. The binding affinity (normalized) is 0. (2) The MHC is DRB1_0101 with pseudo-sequence DRB1_0101. The binding affinity (normalized) is 0.345. The peptide sequence is ADNSLDYAANFSHML.